This data is from Full USPTO retrosynthesis dataset with 1.9M reactions from patents (1976-2016). The task is: Predict the reactants needed to synthesize the given product. Given the product [C:29]([O:28][C:26](=[O:27])[CH2:25][NH:23][C:10]1[CH:11]=[CH:12][C:13]([O:15][Si:16]([C:19]([CH3:20])([CH3:22])[CH3:21])([CH3:17])[CH3:18])=[CH:14][C:9]=1[O:8][CH2:1][C:2]1[CH:3]=[CH:4][CH:5]=[CH:6][CH:7]=1)([CH3:32])([CH3:31])[CH3:30], predict the reactants needed to synthesize it. The reactants are: [CH2:1]([O:8][C:9]1[CH:14]=[C:13]([O:15][Si:16]([C:19]([CH3:22])([CH3:21])[CH3:20])([CH3:18])[CH3:17])[CH:12]=[CH:11][C:10]=1[NH2:23])[C:2]1[CH:7]=[CH:6][CH:5]=[CH:4][CH:3]=1.Br[CH2:25][C:26]([O:28][C:29]([CH3:32])([CH3:31])[CH3:30])=[O:27].C(=O)([O-])[O-].[K+].[K+].C([Si](C)(C)Cl)(C)(C)C.N1C=CN=C1.CN(C1C=CC=CN=1)C.